Dataset: Forward reaction prediction with 1.9M reactions from USPTO patents (1976-2016). Task: Predict the product of the given reaction. (1) Given the reactants F[C:2]1[CH:7]=[C:6]([C:8]2[S:16][C:15]3[C:14]([N:17]4[CH2:22][CH2:21][O:20][CH2:19][CH2:18]4)=[N:13][C:12]([C:23]4[CH:24]=[N:25][C:26]([NH2:29])=[N:27][CH:28]=4)=[N:11][C:10]=3[CH:9]=2)[CH:5]=[CH:4][N:3]=1.[NH:30]1[CH2:34][CH2:33][C@@H:32]([OH:35])[CH2:31]1, predict the reaction product. The product is: [NH2:29][C:26]1[N:25]=[CH:24][C:23]([C:12]2[N:13]=[C:14]([N:17]3[CH2:22][CH2:21][O:20][CH2:19][CH2:18]3)[C:15]3[S:16][C:8]([C:6]4[CH:5]=[CH:4][N:3]=[C:2]([N:30]5[CH2:34][CH2:33][C@@H:32]([OH:35])[CH2:31]5)[CH:7]=4)=[CH:9][C:10]=3[N:11]=2)=[CH:28][N:27]=1. (2) Given the reactants [CH:1]([C:4]1[CH:9]=[CH:8][CH:7]=[C:6]([CH:10]([CH3:12])[CH3:11])[C:5]=1[N:13]=[C:14]([C:16]1[C:25]2[C:20](=[CH:21][CH:22]=[CH:23][C:24]=2[C:26]([OH:28])=[O:27])[C:19]([C:29]#[C:30][CH2:31][CH2:32][CH2:33][CH2:34]OS(C2C=CC(C)=CC=2)(=O)=O)=[CH:18][CH:17]=1)[OH:15])([CH3:3])[CH3:2].[N-:46]=[N+:47]=[N-:48].[Na+].[Cl-].[Na+], predict the reaction product. The product is: [CH:10]([C:6]1[CH:7]=[CH:8][CH:9]=[C:4]([CH:1]([CH3:3])[CH3:2])[C:5]=1[N:13]=[C:14]([C:16]1[C:25]2[C:20](=[CH:21][CH:22]=[CH:23][C:24]=2[C:26]([OH:28])=[O:27])[C:19]([C:29]#[C:30][CH2:31][CH2:32][CH2:33][CH2:34][N:46]=[N+:47]=[N-:48])=[CH:18][CH:17]=1)[OH:15])([CH3:11])[CH3:12]. (3) Given the reactants C[O:2][C:3]([C:5]1[CH:6]=[C:7]2[C:12](=[CH:13][CH:14]=1)[CH2:11][N:10]([C:15]([O:17][C:18]([CH3:21])([CH3:20])[CH3:19])=[O:16])[CH2:9][CH2:8]2)=[O:4].[OH-].[K+:23], predict the reaction product. The product is: [C:18]([O:17][C:15]([N:10]1[CH2:9][CH2:8][C:7]2[C:12](=[CH:13][CH:14]=[C:5]([C:3]([O-:4])=[O:2])[CH:6]=2)[CH2:11]1)=[O:16])([CH3:21])([CH3:19])[CH3:20].[K+:23]. (4) Given the reactants [CH2:1]([C:3]1[CH:22]=[CH:21][C:6]([O:7][C:8]2[CH:20]=[CH:19][C:11]([C:12]([NH:14][CH2:15][C:16]([OH:18])=[O:17])=O)=[CH:10][CH:9]=2)=[CH:5][CH:4]=1)[CH3:2].C(OC(=O)C)(=O)C, predict the reaction product. The product is: [CH2:1]([C:3]1[CH:22]=[CH:21][C:6]([O:7][C:8]2[CH:20]=[CH:19][C:11]([C:12]3[O:17][C:16](=[O:18])[CH2:15][N:14]=3)=[CH:10][CH:9]=2)=[CH:5][CH:4]=1)[CH3:2]. (5) Given the reactants [CH3:1][O:2][C:3]([NH:5][CH2:6][CH2:7][CH2:8][N:9]1[C:13]([C:14]2[CH:19]=[CH:18][CH:17]=[CH:16][N:15]=2)=[CH:12][C:11]([C:20]([O:22][CH3:23])=[O:21])=[N:10]1)=[O:4].[Br:24]N1C(=O)CCC1=O.O, predict the reaction product. The product is: [Br:24][C:12]1[C:11]([C:20]([O:22][CH3:23])=[O:21])=[N:10][N:9]([CH2:8][CH2:7][CH2:6][NH:5][C:3]([O:2][CH3:1])=[O:4])[C:13]=1[C:14]1[CH:19]=[CH:18][CH:17]=[CH:16][N:15]=1. (6) Given the reactants C([Li])CCC.C(NC(C)C)(C)C.[S:13]1[CH:17]=[CH:16][C:15]2[C:18]([C:22]([OH:24])=[O:23])=[CH:19][CH:20]=[CH:21][C:14]1=2.[B:25](OC(C)C)([O:30]C(C)C)[O:26]C(C)C, predict the reaction product. The product is: [C:22]([C:18]1[C:15]2[CH:16]=[C:17]([B:25]([OH:30])[OH:26])[S:13][C:14]=2[CH:21]=[CH:20][CH:19]=1)([OH:24])=[O:23]. (7) Given the reactants Cl.Cl.Cl.[S:4]1[C:8]2[CH:9]=[C:10]([NH:13][C:14]3[C:15]4[CH:22]=[C:21]([C:23]5[CH2:24][CH2:25][NH:26][CH2:27][CH:28]=5)[NH:20][C:16]=4[N:17]=[CH:18][N:19]=3)[CH:11]=[CH:12][C:7]=2[N:6]=[CH:5]1.C(N(CC)C(C)C)(C)C.[F:38][C:39]1[CH:44]=[CH:43][C:42]([N:45]=[C:46]=[O:47])=[CH:41][CH:40]=1, predict the reaction product. The product is: [S:4]1[C:8]2[CH:9]=[C:10]([NH:13][C:14]3[C:15]4[CH:22]=[C:21]([C:23]5[CH2:24][CH2:25][N:26]([C:46]([NH:45][C:42]6[CH:43]=[CH:44][C:39]([F:38])=[CH:40][CH:41]=6)=[O:47])[CH2:27][CH:28]=5)[NH:20][C:16]=4[N:17]=[CH:18][N:19]=3)[CH:11]=[CH:12][C:7]=2[N:6]=[CH:5]1.